From a dataset of Forward reaction prediction with 1.9M reactions from USPTO patents (1976-2016). Predict the product of the given reaction. (1) Given the reactants [C:1](=[O:4])([O-])[O-].[K+].[K+].[Cl:7][C:8]1[CH:9]=[C:10]([C:16]([F:19])([F:18])[F:17])[CH:11]=[C:12]([Cl:15])[C:13]=1F.[CH3:20][N:21]([CH3:24])C=O, predict the reaction product. The product is: [Cl:7][C:8]1[CH:9]=[C:10]([C:16]([F:19])([F:18])[F:17])[CH:11]=[C:12]([Cl:15])[C:13]=1[N:21]1[C:24]2[C:9](=[CH:8][CH:13]=[CH:12][CH:11]=2)[C:10]([C:1](=[O:4])[C:16]([F:19])([F:18])[F:17])=[CH:20]1. (2) Given the reactants [H-].[Na+].[Cl:3][C:4]1[CH:5]=[C:6]([C:10]2[C:19]3[C:14](=[CH:15][CH:16]=[C:17]([C:20]([C:28]4[CH:33]=[CH:32][C:31]([Cl:34])=[CH:30][CH:29]=4)([OH:27])[C:21]4[N:25]([CH3:26])[CH:24]=[N:23][N:22]=4)[CH:18]=3)[NH:13][C:12](=[O:35])[CH:11]=2)[CH:7]=[CH:8][CH:9]=1.Br[CH2:37][C:38]1[CH:45]=[CH:44][C:41]([C:42]#[N:43])=[CH:40][CH:39]=1, predict the reaction product. The product is: [Cl:3][C:4]1[CH:5]=[C:6]([C:10]2[C:19]3[C:14](=[CH:15][CH:16]=[C:17]([C:20]([C:28]4[CH:29]=[CH:30][C:31]([Cl:34])=[CH:32][CH:33]=4)([OH:27])[C:21]4[N:25]([CH3:26])[CH:24]=[N:23][N:22]=4)[CH:18]=3)[N:13]([CH2:37][C:38]3[CH:45]=[CH:44][C:41]([C:42]#[N:43])=[CH:40][CH:39]=3)[C:12](=[O:35])[CH:11]=2)[CH:7]=[CH:8][CH:9]=1. (3) Given the reactants [F:1][CH:2]1[CH2:6][C:5](=[O:7])[C:4]([CH2:8][CH2:9][CH2:10][CH2:11][CH3:12])=[C:3]1[CH3:13].P([O-])([O-])([O-])=[O:15].[K+].[K+].[K+], predict the reaction product. The product is: [OH:15][C:2]1([F:1])[CH2:6][C:5](=[O:7])[C:4]([CH2:8][CH2:9][CH2:10][CH2:11][CH3:12])=[C:3]1[CH3:13]. (4) Given the reactants C([N:8]1[CH2:14][C:13]2[C:15]([Br:19])=[CH:16][CH:17]=[CH:18][C:12]=2[O:11][CH2:10][CH2:9]1)C1C=CC=CC=1.ClC(OC(Cl)C)=O.[C:35](O[C:35]([O:37][C:38]([CH3:41])([CH3:40])[CH3:39])=[O:36])([O:37][C:38]([CH3:41])([CH3:40])[CH3:39])=[O:36].O, predict the reaction product. The product is: [Br:19][C:15]1[C:13]2[CH2:14][N:8]([C:35]([O:37][C:38]([CH3:39])([CH3:40])[CH3:41])=[O:36])[CH2:9][CH2:10][O:11][C:12]=2[CH:18]=[CH:17][CH:16]=1. (5) Given the reactants [OH:1][C@@H:2]([C@@H:14]([NH:19][C:20](=[O:39])[O:21][C@H:22]([CH2:27][N:28]1[C:32]2[CH:33]=[C:34]([Cl:38])[C:35]([Cl:37])=[CH:36][C:31]=2[N:30]=[CH:29]1)[C:23]([CH3:26])([CH3:25])[CH3:24])[CH2:15][CH2:16][CH2:17][CH3:18])[CH2:3][NH:4][S:5]([C:8]1[CH:13]=[CH:12][CH:11]=[CH:10][N:9]=1)(=[O:7])=[O:6].O[C@H]([C@@H](NC(=O)O[C@H](CN1C2C=C(Cl)C(Cl)=CC=2N=C1)C(C)(C)C)CCCC)CNS(C1C=CC=CN=1)(=O)=O.CC(OI1(OC(C)=O)(OC(C)=O)OC(=O)C2C=CC=CC1=2)=O.S([O-])([O-])(=O)=S.[Na+].[Na+].C(=O)(O)[O-].[Na+], predict the reaction product. The product is: [N:9]1[CH:10]=[CH:11][CH:12]=[CH:13][C:8]=1[S:5]([NH:4][CH2:3][C:2]([C@@H:14]([NH:19][C:20](=[O:39])[O:21][C@H:22]([CH2:27][N:28]1[C:32]2[CH:33]=[C:34]([Cl:38])[C:35]([Cl:37])=[CH:36][C:31]=2[N:30]=[CH:29]1)[C:23]([CH3:24])([CH3:25])[CH3:26])[CH2:15][CH2:16][CH2:17][CH3:18])=[O:1])(=[O:7])=[O:6].